Dataset: Reaction yield outcomes from USPTO patents with 853,638 reactions. Task: Predict the reaction yield, written as a fraction of the theoretical maximum amount of product (1.0 means a 100% yield; for example, 0.34 means a 34% yield). (1) The reactants are Br[C:2]1[CH:7]=[CH:6][C:5]([CH:8]([CH3:10])[CH3:9])=[CH:4][CH:3]=1.C([Li])CCC.CCCCCC.[OH:22][C:23]1[CH:30]=[C:29]([CH3:31])[CH:28]=[C:27]([CH3:32])[C:24]=1[CH:25]=[O:26]. The catalyst is C1COCC1.O. The product is [OH:26][CH:25]([C:2]1[CH:7]=[CH:6][C:5]([CH:8]([CH3:10])[CH3:9])=[CH:4][CH:3]=1)[C:24]1[C:27]([CH3:32])=[CH:28][C:29]([CH3:31])=[CH:30][C:23]=1[OH:22]. The yield is 0.910. (2) The reactants are Cl[C:2]1[C:11]([C:12]2[CH:17]=[CH:16][CH:15]=[CH:14][CH:13]=2)=[N:10][C:9]2[C:8]([C:18]([O:20][CH3:21])=[O:19])=[C:7]([O:22][CH3:23])[CH:6]=[CH:5][C:4]=2[N:3]=1.C([Sn](CCCC)(CCCC)[C:29]1[S:30][CH:31]=[CH:32][N:33]=1)CCC. The catalyst is O1CCOCC1.C1C=CC([P]([Pd]([P](C2C=CC=CC=2)(C2C=CC=CC=2)C2C=CC=CC=2)([P](C2C=CC=CC=2)(C2C=CC=CC=2)C2C=CC=CC=2)[P](C2C=CC=CC=2)(C2C=CC=CC=2)C2C=CC=CC=2)(C2C=CC=CC=2)C2C=CC=CC=2)=CC=1. The product is [CH3:23][O:22][C:7]1[CH:6]=[CH:5][C:4]2[N:3]=[C:2]([C:29]3[S:30][CH:31]=[CH:32][N:33]=3)[C:11]([C:12]3[CH:17]=[CH:16][CH:15]=[CH:14][CH:13]=3)=[N:10][C:9]=2[C:8]=1[C:18]([O:20][CH3:21])=[O:19]. The yield is 0.553. (3) The reactants are [C:1]([C:4]1[CH:5]=[C:6]([N:10]([CH2:15][CH3:16])[S:11]([CH3:14])(=[O:13])=[O:12])[CH:7]=[CH:8][CH:9]=1)(=[O:3])[CH3:2].CO[CH:19](OC)[N:20]([CH3:22])[CH3:21]. The catalyst is C(OCC)(=O)C.CO. The product is [CH3:19][N:20]([CH3:22])[CH:21]=[CH:2][C:1]([C:4]1[CH:5]=[C:6]([N:10]([CH2:15][CH3:16])[S:11]([CH3:14])(=[O:12])=[O:13])[CH:7]=[CH:8][CH:9]=1)=[O:3]. The yield is 0.886. (4) The reactants are [Cl:1][C:2]1[CH:3]=[C:4]([N:8]2[CH2:23][CH:11]3[CH2:12][N:13](C(OC(C)(C)C)=O)[CH2:14][CH2:15][N:10]3[C:9]2=[O:24])[CH:5]=[CH:6][CH:7]=1. The catalyst is C(OCC)(=O)C.Cl. The product is [ClH:1].[Cl:1][C:2]1[CH:3]=[C:4]([N:8]2[CH2:23][CH:11]3[CH2:12][NH:13][CH2:14][CH2:15][N:10]3[C:9]2=[O:24])[CH:5]=[CH:6][CH:7]=1. The yield is 0.770. (5) The product is [Cl:7][C:8]1[CH:9]=[C:10]([C:14]2[O:18][N:17]=[C:16]([CH2:19][N:20]([CH3:21])[C:5]([NH:4][CH:1]3[CH2:3][CH2:2]3)=[S:6])[N:15]=2)[CH:11]=[CH:12][CH:13]=1. The reactants are [CH:1]1([N:4]=[C:5]=[S:6])[CH2:3][CH2:2]1.[Cl:7][C:8]1[CH:9]=[C:10]([C:14]2[O:18][N:17]=[C:16]([CH2:19][NH:20][CH3:21])[N:15]=2)[CH:11]=[CH:12][CH:13]=1. The catalyst is CCO. The yield is 0.780. (6) The reactants are [OH:1][B:2]1[C:6]2[CH:7]=[C:8]([O:15][C:16]3[CH:21]=[N:20][CH:19]=[CH:18][N:17]=3)[CH:9]=[C:10]([O:11][CH:12]([CH3:14])[CH3:13])[C:5]=2[CH:4]([CH2:22][C:23]([O:25]CC)=[O:24])[O:3]1.[OH-].[Li+].Cl. The catalyst is CCO.O. The product is [OH:1][B:2]1[C:6]2[CH:7]=[C:8]([O:15][C:16]3[CH:21]=[N:20][CH:19]=[CH:18][N:17]=3)[CH:9]=[C:10]([O:11][CH:12]([CH3:13])[CH3:14])[C:5]=2[CH:4]([CH2:22][C:23]([OH:25])=[O:24])[O:3]1. The yield is 0.450. (7) The reactants are [CH2:1]([N:8]1[C:12]([NH2:13])=[CH:11][N:10]=[N:9]1)[C:2]1[CH:7]=[CH:6][CH:5]=[CH:4][CH:3]=1.[O:14]1[CH2:19][CH2:18][CH2:17][CH2:16][CH2:15]1.O1C=CC(=O)C=C1.C(O[BH-](OC(=O)C)OC(=O)C)(=O)C.[Na+]. The catalyst is C(O)(=O)C. The product is [CH2:1]([N:8]1[C:12]([NH:13][CH:17]2[CH2:18][CH2:19][O:14][CH2:15][CH2:16]2)=[CH:11][N:10]=[N:9]1)[C:2]1[CH:7]=[CH:6][CH:5]=[CH:4][CH:3]=1. The yield is 0.460. (8) The reactants are [NH2:1][C:2]1[C:3]([C:24]([NH:26][C:27]2[C:32]([N:33]3[CH2:38][CH2:37][C:36]([NH:40]C(=O)OC(C)(C)C)([CH3:39])[CH2:35][CH2:34]3)=[CH:31][CH:30]=[CH:29][N:28]=2)=[O:25])=[N:4][C:5]([C:8]2[C:13]([C:14]([F:17])([F:16])[F:15])=[CH:12][CH:11]=[C:10]([N:18]3[CH2:21][C:20]([F:23])([F:22])[CH2:19]3)[N:9]=2)=[CH:6][N:7]=1.FC(F)(F)C(O)=O.C(=O)(O)[O-].[Na+]. The catalyst is ClCCl. The product is [NH2:1][C:2]1[C:3]([C:24]([NH:26][C:27]2[C:32]([N:33]3[CH2:38][CH2:37][C:36]([NH2:40])([CH3:39])[CH2:35][CH2:34]3)=[CH:31][CH:30]=[CH:29][N:28]=2)=[O:25])=[N:4][C:5]([C:8]2[C:13]([C:14]([F:16])([F:17])[F:15])=[CH:12][CH:11]=[C:10]([N:18]3[CH2:19][C:20]([F:23])([F:22])[CH2:21]3)[N:9]=2)=[CH:6][N:7]=1. The yield is 0.780.